Dataset: Forward reaction prediction with 1.9M reactions from USPTO patents (1976-2016). Task: Predict the product of the given reaction. Given the reactants [F:1][C:2]1[CH:7]=[CH:6][C:5]([F:8])=[CH:4][C:3]=1[CH2:9][C:10]([N:12]1[C:20]2[C:15](=[CH:16][C:17]([C:21]3[C:25]4[C:26]([N:43](C(OC(C)(C)C)=O)C(OC(C)(C)C)=O)=[N:27][CH:28]=[C:29]([CH2:30][CH2:31][NH:32][C:33]([O:35][CH2:36][C:37]5[CH:42]=[CH:41][CH:40]=[CH:39][CH:38]=5)=[O:34])[C:24]=4[O:23][CH:22]=3)=[CH:18][CH:19]=2)[CH2:14][CH2:13]1)=[O:11].Cl.O1CCOCC1, predict the reaction product. The product is: [NH2:43][C:26]1[C:25]2[C:21]([C:17]3[CH:16]=[C:15]4[C:20](=[CH:19][CH:18]=3)[N:12]([C:10](=[O:11])[CH2:9][C:3]3[CH:4]=[C:5]([F:8])[CH:6]=[CH:7][C:2]=3[F:1])[CH2:13][CH2:14]4)=[CH:22][O:23][C:24]=2[C:29]([CH2:30][CH2:31][NH:32][C:33](=[O:34])[O:35][CH2:36][C:37]2[CH:38]=[CH:39][CH:40]=[CH:41][CH:42]=2)=[CH:28][N:27]=1.